Dataset: HIV replication inhibition screening data with 41,000+ compounds from the AIDS Antiviral Screen. Task: Binary Classification. Given a drug SMILES string, predict its activity (active/inactive) in a high-throughput screening assay against a specified biological target. (1) The compound is N#Cc1nc(CCc2nc(C#N)c(N)o2)oc1N. The result is 0 (inactive). (2) The drug is CC(C)C(NC(=O)CNC(=O)OC(C)(C)C)C(=O)NCC(=O)OCc1ccccc1. The result is 0 (inactive). (3) The result is 0 (inactive). The compound is O=C(Cc1nc2ccccc2s1)C(=O)Nc1cccc(C(F)(F)F)c1. (4) The compound is CN1C(=O)C2(Cc3cn(C45CC67SSC(CO)(C(=O)N6C4Nc4ccccc45)N(C)C7=O)c4ccccc34)SSC1(CO)C(=O)N2C. The result is 0 (inactive). (5) The molecule is O=Cc1ccc(-c2cccc([N+](=O)[O-])c2)s1. The result is 0 (inactive). (6) The drug is Clc1ccc(C2SCc3nc4ccccc4n32)cc1Cl. The result is 0 (inactive). (7) The molecule is N#CC(C(=NNC(=O)C(=O)NN)C(=O)NC12CC3CC(CC(C3)C1)C2)c1ccccc1. The result is 0 (inactive). (8) The molecule is CCOC(=O)NN(C(=O)OCC)C(C(=O)C1CCCCC1)N(NC(=O)OCC)C(=O)OCC. The result is 0 (inactive). (9) The drug is O=S(=O)(O)c1ccc2c(c1)NN(c1ccc(C=Cc3ccc(N=Nc4ccc(C=Cc5ccc(N6Nc7ccc(S(=O)(=O)O)cc7N6)cc5S(=O)(=O)O)c(S(=O)(=O)O)c4)cc3S(=O)(=O)O)c(S(=O)(=O)O)c1)N2.[NaH]. The result is 1 (active). (10) The drug is CCCCCCCCCCCCCCCC=C(c1cc(Cl)c(OC)c(C(=O)OC)c1)c1cc(Cl)c(OC)c(C(=O)OC)c1. The result is 0 (inactive).